From a dataset of Forward reaction prediction with 1.9M reactions from USPTO patents (1976-2016). Predict the product of the given reaction. (1) Given the reactants CO[C:3](=[O:12])[C:4]1[CH:9]=[C:8](Br)[C:7](Cl)=[N:6][CH:5]=1.[F:13][C:14]([F:18])([F:17])[CH2:15][OH:16].[Cl:19][C:20]1[CH:25]=[CH:24][C:23](B(O)O)=[CH:22][CH:21]=1.[NH2:29][C@@H:30]1[CH2:35][CH2:34][CH2:33][CH2:32][C@H:31]1[OH:36], predict the reaction product. The product is: [Cl:19][C:20]1[CH:25]=[CH:24][C:23]([C:8]2[C:7]([O:16][CH2:15][C:14]([F:18])([F:17])[F:13])=[N:6][CH:5]=[C:4]([CH:9]=2)[C:3]([NH:29][C@@H:30]2[CH2:35][CH2:34][CH2:33][CH2:32][C@H:31]2[OH:36])=[O:12])=[CH:22][CH:21]=1. (2) Given the reactants [Cl:1][C:2]1[CH:7]=[C:6](Cl)[N:5]=[CH:4][N:3]=1.[CH2:9]([OH:12])[CH:10]=[CH2:11].C(=O)([O-])[O-].[Cs+].[Cs+], predict the reaction product. The product is: [CH2:9]([O:12][C:6]1[CH:7]=[C:2]([Cl:1])[N:3]=[CH:4][N:5]=1)[CH:10]=[CH2:11]. (3) Given the reactants [CH2:1]([O:8][C:9]([N:11]1[CH2:15][C@@H:14]([OH:16])[CH2:13][C@H:12]1[C:17]([OH:19])=[O:18])=[O:10])[C:2]1[CH:7]=[CH:6][CH:5]=[CH:4][CH:3]=1.[H-].[Na+].[F:22][CH:23]([F:32])[CH2:24]S(C(F)(F)F)(=O)=O, predict the reaction product. The product is: [CH2:1]([O:8][C:9]([N:11]1[CH2:15][C@@H:14]([O:16][CH2:24][CH:23]([F:32])[F:22])[CH2:13][C@H:12]1[C:17]([OH:19])=[O:18])=[O:10])[C:2]1[CH:7]=[CH:6][CH:5]=[CH:4][CH:3]=1.